From a dataset of Reaction yield outcomes from USPTO patents with 853,638 reactions. Predict the reaction yield, written as a fraction of the theoretical maximum amount of product (1.0 means a 100% yield; for example, 0.34 means a 34% yield). The reactants are [CH:1]1([O:5][C:6]2[C:14]([CH3:15])=[CH:13][CH:12]=[CH:11][C:7]=2[C:8]([OH:10])=O)[CH2:4][CH2:3][CH2:2]1.[CH2:16]([O:18][C:19]([C:21]1([NH2:31])[CH:29](F)[C:28]2[C:23](=[CH:24][CH:25]=[CH:26][CH:27]=2)[CH2:22]1)=[O:20])[CH3:17].CN(C(ON1N=NC2C=CC=NC1=2)=[N+](C)C)C.[F:49][P-](F)(F)(F)(F)F.CCN(C(C)C)C(C)C. The catalyst is CN(C=O)C. The product is [CH2:16]([O:18][C:19]([C:21]1([NH:31][C:8](=[O:10])[C:7]2[CH:11]=[CH:12][CH:13]=[C:14]([CH3:15])[C:6]=2[O:5][CH:1]2[CH2:2][CH2:3][CH2:4]2)[CH2:29][C:28]2[C:23](=[CH:24][CH:25]=[CH:26][C:27]=2[F:49])[CH2:22]1)=[O:20])[CH3:17]. The yield is 0.840.